This data is from Forward reaction prediction with 1.9M reactions from USPTO patents (1976-2016). The task is: Predict the product of the given reaction. Given the reactants C([O:4][C:5]1[CH:10]=[C:9]([C:11]#[N:12])[C:8](Br)=[C:7]([C:14]#[N:15])[C:6]=1[O:16]C(=O)C)(=O)C.[CH2:20]([N:24]1[CH:28]=[C:27](B2OC(C)(C)C(C)(C)O2)[CH:26]=[N:25]1)[CH:21]([CH3:23])[CH3:22], predict the reaction product. The product is: [OH:16][C:6]1[C:5]([OH:4])=[CH:10][C:9]([C:11]#[N:12])=[C:8]([C:27]2[CH:26]=[N:25][N:24]([CH2:20][CH:21]([CH3:23])[CH3:22])[CH:28]=2)[C:7]=1[C:14]#[N:15].